This data is from Catalyst prediction with 721,799 reactions and 888 catalyst types from USPTO. The task is: Predict which catalyst facilitates the given reaction. Reactant: [Cl:1][C:2]1[CH:3]=[C:4]([CH:8]=[CH:9][C:10]=1[N:11]1[C:15]2[CH2:16][CH2:17][CH2:18][CH2:19][C:14]=2[N:13]=[C:12]1[CH3:20])[C:5]([OH:7])=O.C(N(C(C)C)CC)(C)C.[Cl:30][C:31]1[CH:42]=[CH:41][C:34]2[NH:35][C:36]([C@@H:38]([NH2:40])[CH3:39])=[N:37][C:33]=2[CH:32]=1.ClCl. Product: [Cl:1][C:2]1[CH:3]=[C:4]([CH:8]=[CH:9][C:10]=1[N:11]1[C:15]2[CH2:16][CH2:17][CH2:18][CH2:19][C:14]=2[N:13]=[C:12]1[CH3:20])[C:5]([NH:40][C@H:38]([C:36]1[NH:35][C:34]2[CH:41]=[CH:42][C:31]([Cl:30])=[CH:32][C:33]=2[N:37]=1)[CH3:39])=[O:7]. The catalyst class is: 9.